Dataset: Full USPTO retrosynthesis dataset with 1.9M reactions from patents (1976-2016). Task: Predict the reactants needed to synthesize the given product. (1) Given the product [Cl:11][C:12]1[CH:19]=[CH:18][C:15]([CH2:16][CH:6]([CH:1]2[CH2:5][CH2:4][CH2:3][CH2:2]2)[C:7]([O:9][CH3:10])=[O:8])=[CH:14][CH:13]=1, predict the reactants needed to synthesize it. The reactants are: [CH:1]1([CH2:6][C:7]([O:9][CH3:10])=[O:8])[CH2:5][CH2:4][CH2:3][CH2:2]1.[Cl:11][C:12]1[CH:19]=[CH:18][C:15]([CH2:16]Br)=[CH:14][CH:13]=1.C[Si]([N-][Si](C)(C)C)(C)C.[Na+]. (2) Given the product [CH2:29]([O:36][C:37]([N:39]1[CH2:44][CH2:43][CH:42]([CH2:45][O:28][C:22]2[CH:21]=[C:20]3[C:25]([CH2:26][CH2:27][N:18]([C:9](=[N:8][C:6]([O:5][C:1]([CH3:2])([CH3:3])[CH3:4])=[O:7])[NH:10][C:11]([O:13][C:14]([CH3:17])([CH3:16])[CH3:15])=[O:12])[CH2:19]3)=[CH:24][CH:23]=2)[CH2:41][CH2:40]1)=[O:38])[C:30]1[CH:31]=[CH:32][CH:33]=[CH:34][CH:35]=1, predict the reactants needed to synthesize it. The reactants are: [C:1]([O:5][C:6]([NH:8][C:9]([N:18]1[CH2:27][CH2:26][C:25]2[C:20](=[CH:21][C:22]([OH:28])=[CH:23][CH:24]=2)[CH2:19]1)=[N:10][C:11]([O:13][C:14]([CH3:17])([CH3:16])[CH3:15])=[O:12])=[O:7])([CH3:4])([CH3:3])[CH3:2].[CH2:29]([O:36][C:37]([N:39]1[CH2:44][CH2:43][CH:42]([CH2:45]Br)[CH2:41][CH2:40]1)=[O:38])[C:30]1[CH:35]=[CH:34][CH:33]=[CH:32][CH:31]=1.[OH-].[Na+].O. (3) The reactants are: [CH3:1][C:2]1[CH:3]=[C:4]([OH:17])[CH:5]=[CH:6][C:7]=1[CH2:8][O:9][CH2:10][CH2:11][N:12]1[CH:16]=[CH:15][N:14]=[N:13]1.C(=O)([O-])[O-].[Cs+].[Cs+].Cl[CH2:25][C:26]1[N:27]=[C:28]([CH:31]=[CH:32][C:33]2[CH:38]=[CH:37][C:36]([S:39][C:40]([F:43])([F:42])[F:41])=[CH:35][CH:34]=2)[O:29][CH:30]=1.[I-].[K+]. Given the product [CH3:1][C:2]1[CH:3]=[C:4]([O:17][CH2:25][C:26]2[N:27]=[C:28]([CH:31]=[CH:32][C:33]3[CH:38]=[CH:37][C:36]([S:39][C:40]([F:43])([F:41])[F:42])=[CH:35][CH:34]=3)[O:29][CH:30]=2)[CH:5]=[CH:6][C:7]=1[CH2:8][O:9][CH2:10][CH2:11][N:12]1[CH:16]=[CH:15][N:14]=[N:13]1, predict the reactants needed to synthesize it. (4) Given the product [CH3:12][O:11][C:5]1[CH:4]=[C:3]([O:2][CH3:1])[CH:8]=[C:7]([O:9][CH3:10])[C:6]=1/[CH:15]=[CH:16]/[C:17]([O:19][CH3:20])=[O:18], predict the reactants needed to synthesize it. The reactants are: [CH3:1][O:2][C:3]1[CH:8]=[C:7]([O:9][CH3:10])[CH:6]=[C:5]([O:11][CH3:12])[CH:4]=1.CO/[CH:15]=[CH:16]/[C:17]([O:19][CH3:20])=[O:18].P(Cl)(Cl)(Cl)=O. (5) Given the product [ClH:34].[NH2:7][CH:8]([CH2:9][C:10]1[CH:15]=[CH:14][C:13]([C:16]2[CH:17]=[CH:18][C:19]([CH2:22][CH2:23][C:24](=[O:26])[NH2:25])=[CH:20][CH:21]=2)=[CH:12][CH:11]=1)[C:27]([N:28]([CH3:30])[CH3:29])=[O:31], predict the reactants needed to synthesize it. The reactants are: C(OC(=O)[NH:7][CH:8]([C:27](=[O:31])[N:28]([CH3:30])[CH3:29])[CH2:9][C:10]1[CH:15]=[CH:14][C:13]([C:16]2[CH:21]=[CH:20][C:19]([CH2:22][CH2:23][C:24](=[O:26])[NH2:25])=[CH:18][CH:17]=2)=[CH:12][CH:11]=1)(C)(C)C.C(Cl)[Cl:34]. (6) Given the product [N:9]([CH2:2][C@H:3]1[O:7][C:6](=[O:8])[NH:5][CH2:4]1)=[N+:10]=[N-:11], predict the reactants needed to synthesize it. The reactants are: Cl[CH2:2][C@@H:3]1[O:7][C:6](=[O:8])[NH:5][CH2:4]1.[N-:9]=[N+:10]=[N-:11].[Na+].[N-]=[N+]=[N-].C([N+](CCCC)(CCCC)CCCC)CCC. (7) Given the product [CH3:1][O:2][C:3]1[CH:8]=[CH:7][C:6]([C:9]([C:36]2[CH:41]=[CH:40][C:39]([O:42][CH3:43])=[CH:38][CH:37]=2)([C:30]2[CH:35]=[CH:34][CH:33]=[CH:32][CH:31]=2)[NH:10][C:11]2[O:12][C@H:13]([C:26]([F:29])([F:28])[F:27])[CH2:14][C@:15]([C:18]3[CH:23]=[C:22]([C:49]4[CH:48]=[N:47][N:46]([CH:45]([F:60])[F:44])[CH:50]=4)[CH:21]=[CH:20][C:19]=3[F:25])([CH3:17])[N:16]=2)=[CH:5][CH:4]=1, predict the reactants needed to synthesize it. The reactants are: [CH3:1][O:2][C:3]1[CH:8]=[CH:7][C:6]([C:9]([C:36]2[CH:41]=[CH:40][C:39]([O:42][CH3:43])=[CH:38][CH:37]=2)([C:30]2[CH:35]=[CH:34][CH:33]=[CH:32][CH:31]=2)[NH:10][C:11]2[O:12][C@H:13]([C:26]([F:29])([F:28])[F:27])[CH2:14][C@:15]([C:18]3[CH:23]=[C:22](Br)[CH:21]=[CH:20][C:19]=3[F:25])([CH3:17])[N:16]=2)=[CH:5][CH:4]=1.[F:44][CH:45]([F:60])[N:46]1[CH:50]=[C:49](B2OC(C)(C)C(C)(C)O2)[CH:48]=[N:47]1.